From a dataset of Full USPTO retrosynthesis dataset with 1.9M reactions from patents (1976-2016). Predict the reactants needed to synthesize the given product. (1) The reactants are: [Cl:1][C:2]1[CH:7]=[CH:6][C:5]([C:8]2[CH:13]=[CH:12][CH:11]=[CH:10][C:9]=2[C@H:14]([O:30][P:31]([O:35][CH3:36])([O:33]C)=[O:32])[CH:15]2[CH2:20][CH2:19][N:18]([C:21]3[CH:29]=[CH:28][C:24]([C:25](O)=[O:26])=[CH:23][CH:22]=3)[CH2:17][CH2:16]2)=[CH:4][CH:3]=1.[O:37]1[CH2:42][CH2:41][N:40]([CH2:43][CH2:44][C@@H:45]([NH:54][C:55]2[CH:60]=[CH:59][C:58]([S:61]([NH2:64])(=[O:63])=[O:62])=[CH:57][C:56]=2[S:65]([C:68]([F:71])([F:70])[F:69])(=[O:67])=[O:66])[CH2:46][S:47][C:48]2[CH:53]=[CH:52][CH:51]=[CH:50][CH:49]=2)[CH2:39][CH2:38]1. Given the product [ClH:1].[P:31]([OH:33])([O:35][CH3:36])([O:30][C@@H:14]([C:9]1[CH:10]=[CH:11][CH:12]=[CH:13][C:8]=1[C:5]1[CH:4]=[CH:3][C:2]([Cl:1])=[CH:7][CH:6]=1)[CH:15]1[CH2:16][CH2:17][N:18]([C:21]2[CH:22]=[CH:23][C:24]([C:25](=[O:26])[NH:64][S:61]([C:58]3[CH:59]=[CH:60][C:55]([NH:54][C@H:45]([CH2:44][CH2:43][N:40]4[CH2:41][CH2:42][O:37][CH2:38][CH2:39]4)[CH2:46][S:47][C:48]4[CH:53]=[CH:52][CH:51]=[CH:50][CH:49]=4)=[C:56]([S:65]([C:68]([F:70])([F:71])[F:69])(=[O:67])=[O:66])[CH:57]=3)(=[O:62])=[O:63])=[CH:28][CH:29]=2)[CH2:19][CH2:20]1)=[O:32], predict the reactants needed to synthesize it. (2) Given the product [F:3][CH:4]([F:17])[CH:5]([C:11]1[CH:16]=[CH:15][CH:14]=[CH:13][CH:12]=1)[CH2:6][C:7]([O:9][CH3:10])=[O:8], predict the reactants needed to synthesize it. The reactants are: [H][H].[F:3][CH:4]([F:17])/[C:5](/[C:11]1[CH:16]=[CH:15][CH:14]=[CH:13][CH:12]=1)=[CH:6]/[C:7]([O:9][CH3:10])=[O:8]. (3) The reactants are: [OH:1]O.[CH3:3][C:4]1[CH:14]=[C:13]([O:15][CH2:16]/[CH:17]=[C:18](/[C:33]2[CH:38]=[CH:37][C:36]([S:39][CH3:40])=[CH:35][CH:34]=2)\[C:19]2[CH:24]=[CH:23][C:22]([C:25]#[C:26][CH2:27][N:28]3[CH:32]=[CH:31][CH:30]=[N:29]3)=[CH:21][CH:20]=2)[CH:12]=[CH:11][C:5]=1[O:6][CH2:7][C:8]([OH:10])=[O:9]. Given the product [CH3:40][S:39]([C:36]1[CH:35]=[CH:34][C:33](/[C:18](/[C:19]2[CH:24]=[CH:23][C:22]([C:25]#[C:26][CH2:27][N:28]3[CH:32]=[CH:31][CH:30]=[N:29]3)=[CH:21][CH:20]=2)=[CH:17]/[CH2:16][O:15][C:13]2[CH:12]=[CH:11][C:5]([O:6][CH2:7][C:8]([OH:10])=[O:9])=[C:4]([CH3:3])[CH:14]=2)=[CH:38][CH:37]=1)=[O:1], predict the reactants needed to synthesize it. (4) Given the product [CH3:3][C:2]([CH3:5])([CH3:4])[C:1]([NH:7][C:57]1[CH:62]=[C:61]([O:63][CH:64]2[CH2:73][CH2:72][C:71]3[CH:70]=[C:69]([C:74]([O:76][CH3:77])=[O:75])[CH:68]=[CH:67][C:66]=3[CH2:65]2)[CH:60]=[CH:59][N:58]=1)=[O:6], predict the reactants needed to synthesize it. The reactants are: [C:1]([NH2:7])(=[O:6])[C:2]([CH3:5])([CH3:4])[CH3:3].CC1(C)C2C(=C(P(C3C=CC=CC=3)C3C=CC=CC=3)C=CC=2)OC2C(P(C3C=CC=CC=3)C3C=CC=CC=3)=CC=CC1=2.C(=O)([O-])[O-].[Cs+].[Cs+].Cl[C:57]1[CH:62]=[C:61]([O:63][CH:64]2[CH2:73][CH2:72][C:71]3[CH:70]=[C:69]([C:74]([O:76][CH3:77])=[O:75])[CH:68]=[CH:67][C:66]=3[CH2:65]2)[CH:60]=[CH:59][N:58]=1. (5) Given the product [C:10]([O:9][C:7]([N:1]1[CH2:6][CH2:5][N:4]([S:28]([C:25]2[CH:26]=[CH:27][C:22]([Br:21])=[CH:23][CH:24]=2)(=[O:30])=[O:29])[CH2:3][CH2:2]1)=[O:8])([CH3:13])([CH3:12])[CH3:11], predict the reactants needed to synthesize it. The reactants are: [N:1]1([C:7]([O:9][C:10]([CH3:13])([CH3:12])[CH3:11])=[O:8])[CH2:6][CH2:5][NH:4][CH2:3][CH2:2]1.C(N(CC)CC)C.[Br:21][C:22]1[CH:27]=[CH:26][C:25]([S:28](Cl)(=[O:30])=[O:29])=[CH:24][CH:23]=1. (6) Given the product [C:26]([O:1][CH2:2][CH2:3][O:4][C:5]1[CH:6]=[CH:7][CH:8]=[CH:12][C:13]=1[C:14]([OH:18])=[O:17])(=[O:29])[CH:27]=[CH2:28], predict the reactants needed to synthesize it. The reactants are: [OH:1][CH2:2][CH2:3][O:4][C:5]1[CH:13]=[CH:12][C:8](C(O)=O)=[CH:7][CH:6]=1.[C:14]([O:18]C=C)(=[O:17])C=C.C[O:29][C:26]1[CH:28]=[CH:27][C:26]([OH:29])=[CH:28][CH:27]=1.